This data is from Full USPTO retrosynthesis dataset with 1.9M reactions from patents (1976-2016). The task is: Predict the reactants needed to synthesize the given product. (1) Given the product [Br:10][C:11]1[CH:16]=[CH:15][CH:14]=[CH:13][C:12]=1[S:9][C:3]1[CH:4]=[CH:5][C:6](/[CH:23]=[CH:20]/[C:21]([SH:48]2[CH2:49][CH2:50][NH:45][CH2:46][CH2:47]2)=[O:22])=[CH:7][C:2]=1[Cl:1], predict the reactants needed to synthesize it. The reactants are: [Cl:1][C:2]1[CH:7]=[C:6](Cl)[CH:5]=[CH:4][C:3]=1[SH:9].[Br:10][C:11]1[CH:16]=[CH:15][CH:14]=[CH:13][C:12]=1S.ClC1C=CC=[CH:23][C:20]=1[CH:21]=[O:22].ClC1C=C(C=CC=1F)C=O.NCCCCCCO.[NH:45]1[CH2:50][CH2:49][S:48][CH2:47][CH2:46]1. (2) Given the product [Cl:32][C:33]1[CH:34]=[C:35]([C:40]2[CH:41]=[N:42][C:43]([N:46]3[CH2:47][CH2:48][N:49]([S:52]([CH2:55][C@H:56]([CH:60]([CH3:61])[CH3:62])[C:57]([NH:27][OH:28])=[O:58])(=[O:53])=[O:54])[CH2:50][CH2:51]3)=[N:44][CH:45]=2)[CH:36]=[CH:37][C:38]=1[Cl:39], predict the reactants needed to synthesize it. The reactants are: FC1C=CC(C2C=NC(N3CCN(S(C[C@H](C(C)C)C([NH:27][OH:28])=O)(=O)=O)CC3)=NC=2)=CC=1.[Cl:32][C:33]1[CH:34]=[C:35]([C:40]2[CH:41]=[N:42][C:43]([N:46]3[CH2:51][CH2:50][N:49]([S:52]([CH2:55][C@H:56]([CH:60]([CH3:62])[CH3:61])[C:57](O)=[O:58])(=[O:54])=[O:53])[CH2:48][CH2:47]3)=[N:44][CH:45]=2)[CH:36]=[CH:37][C:38]=1[Cl:39]. (3) Given the product [N:36]([C@H:25]1[C@@H:24]([CH3:39])[CH2:23][C@@H:22]([C:21]2[CH:20]=[CH:19][N:18]=[CH:17][C:16]=2[NH:15][C:54](=[O:55])[C:52]2[CH:51]=[CH:50][C:49]([F:57])=[C:48]([C:42]3[C:41]([F:40])=[CH:46][CH:45]=[CH:44][C:43]=3[F:47])[N:53]=2)[CH2:27][C@H:26]1[NH:28][C:29](=[O:35])[O:30][C:31]([CH3:34])([CH3:33])[CH3:32])=[N+:37]=[N-:38], predict the reactants needed to synthesize it. The reactants are: C(Cl)CCl.C1C=NC2N(O)N=NC=2C=1.[NH2:15][C:16]1[CH:17]=[N:18][CH:19]=[CH:20][C:21]=1[C@H:22]1[CH2:27][C@@H:26]([NH:28][C:29](=[O:35])[O:30][C:31]([CH3:34])([CH3:33])[CH3:32])[C@@H:25]([N:36]=[N+:37]=[N-:38])[C@@H:24]([CH3:39])[CH2:23]1.[F:40][C:41]1[CH:46]=[CH:45][CH:44]=[C:43]([F:47])[C:42]=1[C:48]1[N:53]=[C:52]([C:54](O)=[O:55])[CH:51]=[CH:50][C:49]=1[F:57].